Dataset: Peptide-MHC class II binding affinity with 134,281 pairs from IEDB. Task: Regression. Given a peptide amino acid sequence and an MHC pseudo amino acid sequence, predict their binding affinity value. This is MHC class II binding data. (1) The peptide sequence is EKKYFAATQFEGLAA. The MHC is HLA-DPA10201-DPB10501 with pseudo-sequence HLA-DPA10201-DPB10501. The binding affinity (normalized) is 0.859. (2) The peptide sequence is GGLQIVDKIDAAFKI. The MHC is DRB3_0202 with pseudo-sequence DRB3_0202. The binding affinity (normalized) is 0.157.